Dataset: Full USPTO retrosynthesis dataset with 1.9M reactions from patents (1976-2016). Task: Predict the reactants needed to synthesize the given product. (1) Given the product [NH2:23][C:24]1[C:29]([C:19]2[CH:18]=[CH:17][N:16]=[C:15]3[N:11]([C:7]4[CH:6]=[C:5]([S:1]([NH2:2])(=[O:4])=[O:3])[CH:10]=[CH:9][CH:8]=4)[N:12]=[CH:13][C:14]=23)=[CH:28][N:27]=[CH:26][N:25]=1, predict the reactants needed to synthesize it. The reactants are: [S:1]([C:5]1[CH:6]=[C:7]([N:11]2[C:15]3=[N:16][CH:17]=[CH:18][C:19](B(O)O)=[C:14]3[CH:13]=[N:12]2)[CH:8]=[CH:9][CH:10]=1)(=[O:4])(=[O:3])[NH2:2].[NH2:23][C:24]1[C:29](Br)=[CH:28][N:27]=[CH:26][N:25]=1.C(=O)([O-])[O-].[Na+].[Na+]. (2) Given the product [CH3:10][C:11]([CH3:16])([CH3:15])[C:12]([NH:1][C:2]1[NH:6][CH:5]=[N:4][C:3]=1[C:7]([NH2:9])=[O:8])=[O:13], predict the reactants needed to synthesize it. The reactants are: [NH2:1][C:2]1[NH:6][CH:5]=[N:4][C:3]=1[C:7]([NH2:9])=[O:8].[CH3:10][C:11]([CH3:16])([CH3:15])[C:12](Cl)=[O:13]. (3) Given the product [Cl:23][C:24]1[CH:25]=[CH:26][N:27]2[C:31]([CH:32]=1)=[CH:30][C:29]([CH3:33])=[C:28]2[S:12][C:13]1[CH:14]=[CH:15][C:16]([S:19]([CH3:22])(=[O:20])=[O:21])=[CH:17][CH:18]=1, predict the reactants needed to synthesize it. The reactants are: [CH3:22][S:19]([C:16]1[CH:17]=[CH:18][C:13]([S:12][S:12][C:13]2[CH:18]=[CH:17][C:16]([S:19]([CH3:22])(=[O:21])=[O:20])=[CH:15][CH:14]=2)=[CH:14][CH:15]=1)(=[O:21])=[O:20].[Cl:23][C:24]1[CH:25]=[CH:26][N:27]2[C:31]([CH:32]=1)=[CH:30][C:29]([CH3:33])=[CH:28]2. (4) Given the product [CH2:13]([N:15]1[C:19]2[N:20]=[C:21]([C:30]3[CH:35]=[CH:34][C:33]([NH:36][C:5]([NH:37][C:38]4[S:39][CH:40]=[CH:41][N:42]=4)=[O:11])=[CH:32][CH:31]=3)[N:22]=[C:23]([N:24]3[CH2:25][CH2:26][O:27][CH2:28][CH2:29]3)[C:18]=2[N:17]=[N:16]1)[CH3:14], predict the reactants needed to synthesize it. The reactants are: ClC(Cl)(O[C:5](=[O:11])OC(Cl)(Cl)Cl)Cl.[CH2:13]([N:15]1[C:19]2[N:20]=[C:21]([C:30]3[CH:35]=[CH:34][C:33]([NH2:36])=[CH:32][CH:31]=3)[N:22]=[C:23]([N:24]3[CH2:29][CH2:28][O:27][CH2:26][CH2:25]3)[C:18]=2[N:17]=[N:16]1)[CH3:14].[NH2:37][C:38]1[S:39][CH:40]=[CH:41][N:42]=1.CCN(CC)CC. (5) Given the product [CH3:20][N:21]([CH3:27])[S:22]([CH2:25][CH2:26][O:1][CH:2]1[CH2:3][CH2:4][N:5]([C:8]([O:10][CH2:11][C:12]2[CH:17]=[CH:16][CH:15]=[CH:14][CH:13]=2)=[O:9])[CH2:6][CH2:7]1)(=[O:24])=[O:23], predict the reactants needed to synthesize it. The reactants are: [OH:1][CH:2]1[CH2:7][CH2:6][N:5]([C:8]([O:10][CH2:11][C:12]2[CH:17]=[CH:16][CH:15]=[CH:14][CH:13]=2)=[O:9])[CH2:4][CH2:3]1.[H-].[Na+].[CH3:20][N:21]([CH3:27])[S:22]([CH:25]=[CH2:26])(=[O:24])=[O:23].O. (6) Given the product [Cl:1][C:2]1[N:3]=[C:4]([O:9][CH3:10])[N:5]=[C:6]([CH:13]=[CH:12][C:11]([O:15][CH3:16])=[O:14])[CH:7]=1, predict the reactants needed to synthesize it. The reactants are: [Cl:1][C:2]1[CH:7]=[C:6](Cl)[N:5]=[C:4]([O:9][CH3:10])[N:3]=1.[C:11]([O:15][CH3:16])(=[O:14])[CH:12]=[CH2:13].C(N(C(C)C)C(C)C)C.O.